The task is: Predict the product of the given reaction.. This data is from Forward reaction prediction with 1.9M reactions from USPTO patents (1976-2016). (1) Given the reactants [NH2:1][C:2]1[C:10]2[O:9][C:8]([F:12])([F:11])[O:7][C:6]=2[CH:5]=[CH:4][CH:3]=1.[Br:13]N1C(=O)CCC1=O, predict the reaction product. The product is: [Br:13][C:3]1[CH:4]=[CH:5][C:6]2[O:7][C:8]([F:12])([F:11])[O:9][C:10]=2[C:2]=1[NH2:1]. (2) Given the reactants [CH3:1][N:2]([CH3:24])[CH2:3][CH2:4][O:5][C:6]1[CH:11]=[CH:10][CH:9]=[CH:8][C:7]=1[NH:12][C:13]1[O:14][CH2:15][C:16](=[O:23])[C:17]=1[C:18]([O:20][CH2:21][CH3:22])=[O:19].[NH:25]1[C:33]2[C:28](=[CH:29][CH:30]=[CH:31][N:32]=2)[C:27]([CH:34]=O)=[CH:26]1.N1CCCCC1, predict the reaction product. The product is: [NH:25]1[C:33]2=[N:32][CH:31]=[CH:30][CH:29]=[C:28]2[C:27]([CH:34]=[C:15]2[O:14][C:13]([NH:12][C:7]3[CH:8]=[CH:9][CH:10]=[CH:11][C:6]=3[O:5][CH2:4][CH2:3][N:2]([CH3:1])[CH3:24])=[C:17]([C:18]([O:20][CH2:21][CH3:22])=[O:19])[C:16]2=[O:23])=[CH:26]1. (3) The product is: [CH3:28][O:27][C:25]1[CH:26]=[C:3]([O:2][CH3:1])[CH:4]=[CH:23][C:24]=1[C:68]([C:59]1[CH:58]=[CH:57][C:62]2[C:49]3[CH:50]=[CH:51][CH:52]=[C:47]4[C:46]=3[C:71]([C:70]3[C:61]=2[C:60]=1[CH:64]=[CH:66][CH:67]=3)=[CH:72][CH:73]=[CH:48]4)=[O:69]. Given the reactants [CH3:1][O:2][C:3]1[CH:26]=[C:25]([O:27][CH3:28])[CH:24]=[CH:23][C:4]=1C(C1C2C3=C4C(=CC=2)C=CC=C4C=CC3=CC=1)=O.CCCCC(COC(CC(S([O-])(=O)=O)C(OC[CH:46]([CH2:49][CH2:50][CH2:51][CH3:52])[CH2:47][CH3:48])=O)=O)CC.[CH:57]1[CH:62]=[C:61](O)[C:60]2[C:64]([C:66]3[C:73](O)=[CH:72][CH:71]=[CH:70][C:67]=3[C:68](=[O:69])[C:59]=2[CH:58]=1)=O.[Na+], predict the reaction product. (4) Given the reactants [H-].[Al+3].[Li+].[H-].[H-].[H-].[CH2:7]([N:14]1[CH2:19][CH2:18][C:17]([CH2:26][C:27](OCC)=[O:28])([CH2:20][C:21](OCC)=[O:22])[CH2:16][CH2:15]1)[C:8]1[CH:13]=[CH:12][CH:11]=[CH:10][CH:9]=1, predict the reaction product. The product is: [CH2:7]([N:14]1[CH2:19][CH2:18][C:17]([CH2:20][CH2:21][OH:22])([CH2:26][CH2:27][OH:28])[CH2:16][CH2:15]1)[C:8]1[CH:9]=[CH:10][CH:11]=[CH:12][CH:13]=1. (5) Given the reactants [N+:1]([C:4]1[CH:9]=[CH:8][C:7]([CH:10]([CH2:30][C:31]([N:33]2[C:41]3[CH:40]=[C:39]([OH:42])[C:38]4[CH:43]=[CH:44][CH:45]=[CH:46][C:37]=4[C:36]=3[C@H:35]([CH2:47][Cl:48])[CH2:34]2)=[O:32])[CH2:11][C:12]([N:14]2[C:22]3[CH:21]=[C:20]([OH:23])[C:19]4[CH:24]=[CH:25][CH:26]=[CH:27][C:18]=4[C:17]=3[C@H:16]([CH2:28][Cl:29])[CH2:15]2)=[O:13])=[CH:6][CH:5]=1)([O-])=O.C([O-])=O.[NH4+], predict the reaction product. The product is: [NH2:1][C:4]1[CH:5]=[CH:6][C:7]([CH:10]([CH2:30][C:31]([N:33]2[C:41]3[CH:40]=[C:39]([OH:42])[C:38]4[CH:43]=[CH:44][CH:45]=[CH:46][C:37]=4[C:36]=3[C@H:35]([CH2:47][Cl:48])[CH2:34]2)=[O:32])[CH2:11][C:12]([N:14]2[C:22]3[CH:21]=[C:20]([OH:23])[C:19]4[CH:24]=[CH:25][CH:26]=[CH:27][C:18]=4[C:17]=3[C@H:16]([CH2:28][Cl:29])[CH2:15]2)=[O:13])=[CH:8][CH:9]=1. (6) The product is: [CH3:1][O:2][C:3]1[CH:11]=[C:7]([CH3:8])[C:6]([C:12]([O:14][CH3:15])=[O:13])=[C:5]([NH:21][C:24]([O:32][CH3:29])=[O:18])[CH:4]=1. Given the reactants [CH3:1][O:2][C:3]1[CH:4]=[C:5](C)[C:6]([C:12]([O:14][CH3:15])=[O:13])=[C:7]([CH:11]=1)[C:8](O)=O.C[OH:18].C([N:21]([CH2:24]C)CC)C.C1C=C[C:29]([O:32]P(OC2C=CC=CC=2)(N=[N+]=[N-])=O)=CC=1, predict the reaction product. (7) Given the reactants Br[C:2]1[CH:3]=[CH:4][CH:5]=[C:6]2[C:10]=1[NH:9][CH:8]=[CH:7]2.[CH3:11][N:12](C=O)C, predict the reaction product. The product is: [C:11]([C:2]1[CH:3]=[CH:4][CH:5]=[C:6]2[C:10]=1[NH:9][CH:8]=[CH:7]2)#[N:12].